This data is from Reaction yield outcomes from USPTO patents with 853,638 reactions. The task is: Predict the reaction yield, written as a fraction of the theoretical maximum amount of product (1.0 means a 100% yield; for example, 0.34 means a 34% yield). The reactants are CS(O[CH2:6][C@H:7]1[N:17]2[C:18]3[N:9]([C:10](=[O:20])[CH:11]=[N:12][C:13]=3[CH:14]=[CH:15][C:16]2=[O:19])[CH2:8]1)(=O)=O.N1C=CC=CC=1.[NH:27]1[CH2:32][CH2:31][CH:30]([NH:33][C:34](=[O:40])[O:35][C:36]([CH3:39])([CH3:38])[CH3:37])[CH2:29][CH2:28]1. The catalyst is CC#N. The product is [O:20]=[C:10]1[CH:11]=[N:12][C:13]2=[C:18]3[N:9]1[CH2:8][C@@H:7]([CH2:6][N:27]1[CH2:28][CH2:29][CH:30]([NH:33][C:34](=[O:40])[O:35][C:36]([CH3:38])([CH3:37])[CH3:39])[CH2:31][CH2:32]1)[N:17]3[C:16](=[O:19])[CH:15]=[CH:14]2. The yield is 0.402.